From a dataset of Full USPTO retrosynthesis dataset with 1.9M reactions from patents (1976-2016). Predict the reactants needed to synthesize the given product. Given the product [NH2:1][C:2]1[C:7]([C:8]([C:15]2[CH:20]=[CH:19][CH:18]=[CH:17][CH:16]=2)=[O:9])=[CH:6][C:5]([Cl:14])=[N:4][CH:3]=1, predict the reactants needed to synthesize it. The reactants are: [NH2:1][C:2]1[C:7]([C:8](N(OC)C)=[O:9])=[CH:6][C:5]([Cl:14])=[N:4][CH:3]=1.[C:15]1([Mg]Br)[CH:20]=[CH:19][CH:18]=[CH:17][CH:16]=1.C(OCC)C.C(O)(=O)CC(CC(O)=O)(C(O)=O)O.